From a dataset of Forward reaction prediction with 1.9M reactions from USPTO patents (1976-2016). Predict the product of the given reaction. (1) Given the reactants [CH3:1][C:2]1[C:3]([N:9]2[CH2:14][CH2:13][N:12]([C:15]([C:17]3[CH:22]=[CH:21][C:20](I)=[CH:19][CH:18]=3)=[O:16])[CH2:11][CH2:10]2)=[N:4][CH:5]=[C:6]([CH3:8])[CH:7]=1.[CH3:24][C:25]1([CH3:31])[NH:29][C:28](=[O:30])[CH2:27][CH2:26]1, predict the reaction product. The product is: [CH3:1][C:2]1[C:3]([N:9]2[CH2:14][CH2:13][N:12]([C:15]([C:17]3[CH:22]=[CH:21][C:20]([N:29]4[C:25]([CH3:31])([CH3:24])[CH2:26][CH2:27][C:28]4=[O:30])=[CH:19][CH:18]=3)=[O:16])[CH2:11][CH2:10]2)=[N:4][CH:5]=[C:6]([CH3:8])[CH:7]=1. (2) Given the reactants [F:1][C:2]1[CH:3]=[C:4]([CH:49]=[CH:50][CH:51]=1)[CH2:5][N:6]1[CH:10]=[C:9]([C:11]2[C:19]3[C:14](=[N:15][CH:16]=[C:17]([C:20]4[CH:21]=[CH:22][C:23]([N:26]5[CH2:31][CH2:30][N:29](C(OC(C)(C)C)=O)[CH2:28][CH2:27]5)=[N:24][CH:25]=4)[CH:18]=3)[N:13]([S:39]([C:42]3[CH:48]=[CH:47][C:45]([CH3:46])=[CH:44][CH:43]=3)(=[O:41])=[O:40])[CH:12]=2)[CH:8]=[N:7]1, predict the reaction product. The product is: [F:1][C:2]1[CH:3]=[C:4]([CH:49]=[CH:50][CH:51]=1)[CH2:5][N:6]1[CH:10]=[C:9]([C:11]2[C:19]3[C:14](=[N:15][CH:16]=[C:17]([C:20]4[CH:25]=[N:24][C:23]([N:26]5[CH2:31][CH2:30][NH:29][CH2:28][CH2:27]5)=[CH:22][CH:21]=4)[CH:18]=3)[N:13]([S:39]([C:42]3[CH:48]=[CH:47][C:45]([CH3:46])=[CH:44][CH:43]=3)(=[O:41])=[O:40])[CH:12]=2)[CH:8]=[N:7]1. (3) Given the reactants C(NC(C)C)(C)C.[CH2:8]([Li])[CH2:9][CH2:10][CH3:11].CCCCC.[CH3:18][O:19][C:20]1[CH:21]=[C:22]2[C:26](=[CH:27][CH:28]=1)[C:25](=[O:29])[CH2:24][CH2:23]2.C(=O)CCC, predict the reaction product. The product is: [CH:8](=[C:24]1[CH2:23][C:22]2[C:26](=[CH:27][CH:28]=[C:20]([O:19][CH3:18])[CH:21]=2)[C:25]1=[O:29])[CH2:9][CH2:10][CH3:11]. (4) Given the reactants [C:1]([O:5][C:6]([N:8]1[CH2:13][CH2:12][C:11](=[CH:14][CH2:15]O)[CH2:10][CH2:9]1)=[O:7])([CH3:4])([CH3:3])[CH3:2].CCN(CC)CC.CS([Cl:28])(=O)=O.C([O-])(O)=O.[Na+], predict the reaction product. The product is: [C:1]([O:5][C:6]([N:8]1[CH2:13][CH2:12][C:11](=[CH:14][CH2:15][Cl:28])[CH2:10][CH2:9]1)=[O:7])([CH3:4])([CH3:3])[CH3:2].[C:1]([O:5][C:6]([N:8]1[CH2:9][CH:10]=[C:11]([CH:14]=[CH2:15])[CH2:12][CH2:13]1)=[O:7])([CH3:4])([CH3:3])[CH3:2]. (5) The product is: [O:34]1[CH:35]=[CH:36][CH:37]=[C:33]1[C:31]1[N:32]=[C:27]2[C:26]([NH2:38])=[N:25][C:24]([C:22]#[C:23][CH:1]([C:2]3[CH:7]=[CH:6][CH:5]=[CH:4][CH:3]=3)[NH:8][C:9]3[CH:14]=[CH:13][CH:12]=[CH:11][CH:10]=3)=[CH:29][N:28]2[N:30]=1. Given the reactants [CH:1](=[N:8][C:9]1[CH:14]=[CH:13][CH:12]=[CH:11][CH:10]=1)[C:2]1[CH:7]=[CH:6][CH:5]=[CH:4][CH:3]=1.C1COCC1.CO.[C:22]([C:24]1[N:25]=[C:26]([NH2:38])[C:27]2[N:28]([N:30]=[C:31]([C:33]3[O:34][CH:35]=[CH:36][CH:37]=3)[N:32]=2)[CH:29]=1)#[CH:23], predict the reaction product. (6) Given the reactants [Li+].[B-](CC)(CC)CC.[CH3:9][O:10][C:11]1[C:12]([O:71][CH2:72][CH2:73][CH2:74][O:75][C:76]2[C:112]([O:113][CH3:114])=[CH:111][C:79]3[C:80](=[O:110])[N:81]4[CH:96]=[C:95]([C:97]5[CH:102]=[CH:101][C:100]([N:103]6[CH2:108][CH2:107][N:106]([CH3:109])[CH2:105][CH2:104]6)=[CH:99][CH:98]=5)[CH2:94][C@H:82]4[C:83](=O)[N:84](COCC[Si](C)(C)C)[C:78]=3[CH:77]=2)=[CH:13][C:14]2[N:20](COCC[Si](C)(C)C)[C:19](=O)[C@@H:18]3[CH2:30][C:31]([C:33]4[CH:38]=[CH:37][C:36]([NH:39][C:40](=[O:68])[C@@H:41]([NH:43][C:44](=[O:67])[C@@H:45]([NH:49][C:50](=[O:66])[O:51][CH2:52][CH:53]5[C:65]6[CH:64]=[CH:63][CH:62]=[CH:61][C:60]=6[C:59]6[C:54]5=[CH:55][CH:56]=[CH:57][CH:58]=6)[CH:46]([CH3:48])[CH3:47])[CH3:42])=[CH:35][CH:34]=4)=[CH:32][N:17]3[C:16](=[O:69])[C:15]=2[CH:70]=1, predict the reaction product. The product is: [CH3:9][O:10][C:11]1[C:12]([O:71][CH2:72][CH2:73][CH2:74][O:75][C:76]2[C:112]([O:113][CH3:114])=[CH:111][C:79]3[C:80](=[O:110])[N:81]4[CH:96]=[C:95]([C:97]5[CH:98]=[CH:99][C:100]([N:103]6[CH2:108][CH2:107][N:106]([CH3:109])[CH2:105][CH2:104]6)=[CH:101][CH:102]=5)[CH2:94][C@H:82]4[CH:83]=[N:84][C:78]=3[CH:77]=2)=[CH:13][C:14]2[N:20]=[CH:19][C@@H:18]3[CH2:30][C:31]([C:33]4[CH:34]=[CH:35][C:36]([NH:39][C:40](=[O:68])[C@@H:41]([NH:43][C:44](=[O:67])[C@@H:45]([NH:49][C:50](=[O:66])[O:51][CH2:52][CH:53]5[C:54]6[CH:55]=[CH:56][CH:57]=[CH:58][C:59]=6[C:60]6[C:65]5=[CH:64][CH:63]=[CH:62][CH:61]=6)[CH:46]([CH3:47])[CH3:48])[CH3:42])=[CH:37][CH:38]=4)=[CH:32][N:17]3[C:16](=[O:69])[C:15]=2[CH:70]=1.